Dataset: Peptide-MHC class II binding affinity with 134,281 pairs from IEDB. Task: Regression. Given a peptide amino acid sequence and an MHC pseudo amino acid sequence, predict their binding affinity value. This is MHC class II binding data. (1) The peptide sequence is TIPNIMFFSTMKRPS. The MHC is DRB1_0701 with pseudo-sequence DRB1_0701. The binding affinity (normalized) is 0.480. (2) The peptide sequence is MTSRFMTDPHAMRDM. The MHC is HLA-DPA10301-DPB10402 with pseudo-sequence HLA-DPA10301-DPB10402. The binding affinity (normalized) is 0. (3) The peptide sequence is FIKVRQYDQILIEICGKKAIGTV. The MHC is HLA-DPA10201-DPB11401 with pseudo-sequence HLA-DPA10201-DPB11401. The binding affinity (normalized) is 0.341. (4) The peptide sequence is HATMLDVDLRPASAW. The MHC is DRB1_0301 with pseudo-sequence DRB1_0301. The binding affinity (normalized) is 0.798. (5) The peptide sequence is QKEYMERQGKTPLGL. The MHC is DRB3_0101 with pseudo-sequence DRB3_0101. The binding affinity (normalized) is 0.